From a dataset of Forward reaction prediction with 1.9M reactions from USPTO patents (1976-2016). Predict the product of the given reaction. (1) Given the reactants Cl[CH2:2][O:3][CH3:4].[CH:5]1([C:8]2[CH:13]=[C:12]([C:14]([O:16][CH3:17])=[O:15])[C:11]([OH:18])=[CH:10][C:9]=2[C:19]2[CH:24]=[CH:23][C:22]([F:25])=[CH:21][CH:20]=2)[CH2:7][CH2:6]1.C(=O)([O-])[O-].[K+].[K+].CN(C=O)C, predict the reaction product. The product is: [CH:5]1([C:8]2[CH:13]=[C:12]([C:14]([O:16][CH3:17])=[O:15])[C:11]([O:18][CH2:2][O:3][CH3:4])=[CH:10][C:9]=2[C:19]2[CH:24]=[CH:23][C:22]([F:25])=[CH:21][CH:20]=2)[CH2:7][CH2:6]1. (2) Given the reactants Cl.[CH2:2]([N:5]([CH2:16][CH2:17][CH3:18])[C:6]1[CH:7]=[C:8]([CH:12]=[C:13]([CH3:15])[N:14]=1)[C:9]([OH:11])=O)[CH2:3][CH3:4].C1N=CN(C(N2C=NC=C2)=O)C=1.Cl.Cl.[NH2:33][C@@H:34]([CH2:48][C:49]1[CH:54]=[C:53]([F:55])[CH:52]=[C:51]([F:56])[CH:50]=1)[C@H:35]([OH:47])[CH2:36][NH:37][CH2:38][C:39]1[CH:44]=[CH:43][CH:42]=[C:41]([CH2:45][CH3:46])[CH:40]=1, predict the reaction product. The product is: [F:55][C:53]1[CH:54]=[C:49]([CH:50]=[C:51]([F:56])[CH:52]=1)[CH2:48][C@H:34]([NH:33][C:9](=[O:11])[C:8]1[CH:12]=[C:13]([CH3:15])[N:14]=[C:6]([N:5]([CH2:2][CH2:3][CH3:4])[CH2:16][CH2:17][CH3:18])[CH:7]=1)[C@H:35]([OH:47])[CH2:36][NH:37][CH2:38][C:39]1[CH:44]=[CH:43][CH:42]=[C:41]([CH2:45][CH3:46])[CH:40]=1. (3) Given the reactants [CH2:1]([O:8][C:9]1[CH:10]=[C:11]2[C:15](=[CH:16][C:17]=1[CH3:18])[N:14]([CH2:19][C:20]([O:22][CH3:23])=[O:21])[N:13]=[C:12]2I)[C:2]1[CH:7]=[CH:6][CH:5]=[CH:4][CH:3]=1.C([Sn](CCCC)(CCCC)[C:30]([O:32]CC)=[CH2:31])CCC, predict the reaction product. The product is: [C:30]([C:12]1[C:11]2[C:15](=[CH:16][C:17]([CH3:18])=[C:9]([O:8][CH2:1][C:2]3[CH:7]=[CH:6][CH:5]=[CH:4][CH:3]=3)[CH:10]=2)[N:14]([CH2:19][C:20]([O:22][CH3:23])=[O:21])[N:13]=1)(=[O:32])[CH3:31]. (4) Given the reactants [Cl:1][C:2]1[C:11]([N+:12]([O-])=O)=[C:10]([NH:15][CH2:16][C:17]2[O:21][N:20]=[C:19]([C:22]3[CH:27]=[CH:26][C:25]([F:28])=[CH:24][CH:23]=3)[CH:18]=2)[C:9]2[C:4](=[CH:5][CH:6]=[CH:7][CH:8]=2)[N:3]=1, predict the reaction product. The product is: [Cl:1][C:2]1[C:11]([NH2:12])=[C:10]([NH:15][CH2:16][C:17]2[O:21][N:20]=[C:19]([C:22]3[CH:23]=[CH:24][C:25]([F:28])=[CH:26][CH:27]=3)[CH:18]=2)[C:9]2[C:4](=[CH:5][CH:6]=[CH:7][CH:8]=2)[N:3]=1.